This data is from Catalyst prediction with 721,799 reactions and 888 catalyst types from USPTO. The task is: Predict which catalyst facilitates the given reaction. (1) Reactant: [Cl:1][C:2]1[CH:3]=[C:4]([CH:7]=[CH:8][C:9]=1[Cl:10])[CH:5]=O.C[Si]([N-:15][Si](C)(C)C)(C)C.[Li+].CC(C)(O)[C:23]#[N:24].C([O-])(O)=O.[Na+]. Product: [NH2:15][CH:5]([C:4]1[CH:7]=[CH:8][C:9]([Cl:10])=[C:2]([Cl:1])[CH:3]=1)[C:23]#[N:24]. The catalyst class is: 1. (2) Reactant: [Br:1][C:2]1[CH:21]=[N:20][C:5]2=[N:6][C:7]([N:11]3[CH2:18][CH:17]4[CH:13]([CH2:14][N:15]([CH3:19])[CH2:16]4)[CH2:12]3)=[C:8](Cl)[N:9]=[C:4]2[CH:3]=1.O.[NH2:23][NH2:24]. Product: [Br:1][C:2]1[CH:21]=[N:20][C:5]2=[N:6][C:7]([N:11]3[CH2:18][CH:17]4[CH:13]([CH2:14][N:15]([CH3:19])[CH2:16]4)[CH2:12]3)=[C:8]([NH:23][NH2:24])[N:9]=[C:4]2[CH:3]=1. The catalyst class is: 14. (3) Product: [Cl:13][C:10]1[C:11]([F:12])=[C:2]([B:21]2[O:22][C:23]([CH3:25])([CH3:24])[C:19]([CH3:35])([CH3:18])[O:20]2)[CH:3]=[C:4]2[C:9]=1[N:8]1[C:14]([CH3:17])=[N:15][N:16]=[C:7]1[CH2:6][CH2:5]2. Reactant: Br[C:2]1[CH:3]=[C:4]2[C:9](=[C:10]([Cl:13])[C:11]=1[F:12])[N:8]1[C:14]([CH3:17])=[N:15][N:16]=[C:7]1[CH2:6][CH2:5]2.[CH3:18][C:19]1([CH3:35])[C:23]([CH3:25])([CH3:24])[O:22][B:21]([B:21]2[O:22][C:23]([CH3:25])([CH3:24])[C:19]([CH3:35])([CH3:18])[O:20]2)[O:20]1.C([O-])(=O)C.[K+].C(Cl)Cl. The catalyst class is: 12. (4) Reactant: [C:1]([N:4]1[C:12]2[C:7](=[CH:8][CH:9]=[CH:10][CH:11]=2)[C:6](O)=[CH:5]1)(=[O:3])[CH3:2].[N+:14]([C:17]1[CH:23]=[CH:22][C:20]([NH2:21])=[CH:19][CH:18]=1)([O-:16])=[O:15]. Product: [C:1]([N:4]1[C:12]2[C:7](=[CH:8][CH:9]=[CH:10][CH:11]=2)[C:6]([NH:21][C:20]2[CH:22]=[CH:23][C:17]([N+:14]([O-:16])=[O:15])=[CH:18][CH:19]=2)=[CH:5]1)(=[O:3])[CH3:2]. The catalyst class is: 15. (5) Reactant: [O:1]=[C:2]1[C:7]2[C:8]([C:29]3[CH:34]=[CH:33][CH:32]=[CH:31][CH:30]=3)=[C:9]([C:11]3[CH:16]=[CH:15][C:14]([C:17]4([NH:21][C:22](=[O:28])[O:23][C:24]([CH3:27])([CH3:26])[CH3:25])[CH2:20][CH2:19][CH2:18]4)=[CH:13][CH:12]=3)[O:10][C:6]=2[CH:5]=[CH:4][NH:3]1.CI.[C:37](=O)([O-])[O-].[K+].[K+]. Product: [CH3:37][N:3]1[CH:4]=[CH:5][C:6]2[O:10][C:9]([C:11]3[CH:12]=[CH:13][C:14]([C:17]4([NH:21][C:22](=[O:28])[O:23][C:24]([CH3:26])([CH3:27])[CH3:25])[CH2:20][CH2:19][CH2:18]4)=[CH:15][CH:16]=3)=[C:8]([C:29]3[CH:30]=[CH:31][CH:32]=[CH:33][CH:34]=3)[C:7]=2[C:2]1=[O:1]. The catalyst class is: 735.